From a dataset of Full USPTO retrosynthesis dataset with 1.9M reactions from patents (1976-2016). Predict the reactants needed to synthesize the given product. (1) Given the product [Cl:29][C:30]1[CH:47]=[C:46]([Cl:48])[CH:45]=[CH:44][C:31]=1[CH2:32][N:33]1[C:37](/[CH:38]=[CH:15]/[S:16]([NH:19][C:20](=[O:26])[O:21][C:22]([CH3:24])([CH3:23])[CH3:25])(=[O:18])=[O:17])=[CH:36][C:35]([O:40][CH2:41][O:42][CH3:43])=[N:34]1, predict the reactants needed to synthesize it. The reactants are: C1(P([CH2:15][S:16]([NH:19][C:20](=[O:26])[O:21][C:22]([CH3:25])([CH3:24])[CH3:23])(=[O:18])=[O:17])(C2C=CC=CC=2)=O)C=CC=CC=1.[H-].[Na+].[Cl:29][C:30]1[CH:47]=[C:46]([Cl:48])[CH:45]=[CH:44][C:31]=1[CH2:32][N:33]1[C:37]([CH:38]=O)=[CH:36][C:35]([O:40][CH2:41][O:42][CH3:43])=[N:34]1.[Cl-].[Na+]. (2) Given the product [CH:25]([OH:27])=[O:26].[Cl:78][C:75]1[S:74][C:73]([S:70]([NH:69][C:61]2[C:62]3[C:67](=[CH:66][CH:65]=[CH:64][C:63]=3[OH:68])[N:59]([CH2:58][C:54]3[CH:53]=[C:52]([CH2:51][NH:50][C:38]([C@@H:33]4[CH2:34][O:35][CH2:36][CH2:37][NH:32]4)=[O:40])[CH:57]=[CH:56][CH:55]=3)[N:60]=2)(=[O:71])=[O:72])=[CH:77][CH:76]=1, predict the reactants needed to synthesize it. The reactants are: N1(OC(N(C)C)=[N+](C)C)C2N=CC=CC=2N=N1.F[P-](F)(F)(F)(F)F.[C:25]([N:32]1[CH2:37][CH2:36][O:35][CH2:34][C@H:33]1[C:38]([OH:40])=O)([O:27]C(C)(C)C)=[O:26].C(N(CC)C(C)C)(C)C.[NH2:50][CH2:51][C:52]1[CH:53]=[C:54]([CH2:58][N:59]2[C:67]3[C:62](=[C:63]([OH:68])[CH:64]=[CH:65][CH:66]=3)[C:61]([NH:69][S:70]([C:73]3[S:74][C:75]([Cl:78])=[CH:76][CH:77]=3)(=[O:72])=[O:71])=[N:60]2)[CH:55]=[CH:56][CH:57]=1. (3) The reactants are: [Cl:1][C:2]1[CH:10]=[CH:9][C:5]([C:6](Cl)=[O:7])=[CH:4][CH:3]=1.[NH2:11][C:12]([CH3:28])([CH2:15][N:16]1[CH:24]=[C:23]2[C:18]([C:19]([Cl:27])=[C:20]([Cl:26])[CH:21]=[C:22]2[Cl:25])=[N:17]1)[C:13]#[N:14]. Given the product [C:13]([C:12]([NH:11][C:6](=[O:7])[C:5]1[CH:9]=[CH:10][C:2]([Cl:1])=[CH:3][CH:4]=1)([CH3:28])[CH2:15][N:16]1[CH:24]=[C:23]2[C:18]([C:19]([Cl:27])=[C:20]([Cl:26])[CH:21]=[C:22]2[Cl:25])=[N:17]1)#[N:14], predict the reactants needed to synthesize it. (4) Given the product [CH:18]1[C:28]2[CH:27]=[CH:26][C:25]3[CH:29]=[CH:30][CH:31]=[CH:32][C:24]=3[C:23](=[C:33]3[CH2:7][CH2:6][N:3]([C:1]([NH:9][CH2:10][C:11]([O:13][C:14]([CH3:17])([CH3:16])[CH3:15])=[O:12])=[O:39])[CH2:4][CH2:5]3)[C:22]=2[CH:21]=[CH:20][CH:19]=1, predict the reactants needed to synthesize it. The reactants are: [CH2:1]([N:3]([CH2:6][CH3:7])[CH2:4][CH3:5])C.Cl.[NH2:9][CH2:10][C:11]([O:13][C:14]([CH3:17])([CH3:16])[CH3:15])=[O:12].[CH:18]1[C:28]2[CH:27]=[CH:26][C:25]3[CH:29]=[CH:30][CH:31]=[CH:32][C:24]=3[C:23](=[C:33]3CCNCC3)[C:22]=2[CH:21]=[CH:20][CH:19]=1.[OH2:39]. (5) The reactants are: [C:1]([O:5][C:6]([N:8]1[C:11]2([CH2:14][NH:13][CH2:12]2)[CH2:10][CH2:9]1)=[O:7])([CH3:4])([CH3:3])[CH3:2].[F:15][C:16]([F:29])([F:28])[O:17][C:18]1[CH:23]=[CH:22][CH:21]=[CH:20][C:19]=1[CH2:24][N:25]=[C:26]=[O:27]. Given the product [C:1]([O:5][C:6]([N:8]1[C:11]2([CH2:12][N:13]([C:26](=[O:27])[NH:25][CH2:24][C:19]3[CH:20]=[CH:21][CH:22]=[CH:23][C:18]=3[O:17][C:16]([F:29])([F:15])[F:28])[CH2:14]2)[CH2:10][CH2:9]1)=[O:7])([CH3:4])([CH3:2])[CH3:3], predict the reactants needed to synthesize it.